Dataset: Reaction yield outcomes from USPTO patents with 853,638 reactions. Task: Predict the reaction yield, written as a fraction of the theoretical maximum amount of product (1.0 means a 100% yield; for example, 0.34 means a 34% yield). (1) The reactants are [CH3:1][O:2][C:3]1[CH:8]=[CH:7][C:6]([CH2:9][N:10]2[C:14]([NH2:15])=[CH:13][CH:12]=[N:11]2)=[CH:5][CH:4]=1.[CH:16]1([C:19](=O)[CH2:20][C:21](=O)[C:22]([O:24][CH2:25][CH3:26])=[O:23])[CH2:18][CH2:17]1.C1C=CC=CC=1. The catalyst is CC(O)=O. The product is [CH:16]1([C:19]2[CH:20]=[C:21]([C:22]([O:24][CH2:25][CH3:26])=[O:23])[C:13]3[CH:12]=[N:11][N:10]([CH2:9][C:6]4[CH:5]=[CH:4][C:3]([O:2][CH3:1])=[CH:8][CH:7]=4)[C:14]=3[N:15]=2)[CH2:17][CH2:18]1. The yield is 0.710. (2) The yield is 0.990. The catalyst is ClCCl. The product is [Cl:18][C:19]1[CH:20]=[C:21]([NH:25][C:26]([CH:2]2[CH2:3][NH:4][CH2:5][CH2:6][N:1]2[C:7]2[C:8]3[N:16]=[CH:15][C:14]([Cl:17])=[CH:13][C:9]=3[N:10]=[CH:11][N:12]=2)=[O:27])[CH:22]=[CH:23][CH:24]=1. The reactants are [N:1]1([C:7]2[C:8]3[N:16]=[CH:15][C:14]([Cl:17])=[CH:13][C:9]=3[N:10]=[CH:11][N:12]=2)[CH2:6][CH2:5][NH:4][CH2:3][CH2:2]1.[Cl:18][C:19]1[CH:20]=[C:21]([N:25]=[C:26]=[O:27])[CH:22]=[CH:23][CH:24]=1. (3) The reactants are C(OC(=O)[NH:7][CH:8]1[CH2:13][CH2:12][NH:11][CH2:10][CH2:9]1)(C)(C)C.[F:15][C:16]1[CH:17]=[C:18]([CH:21]=[C:22]([F:24])[CH:23]=1)[CH2:19]Br.C(N(C(C)C)CC)(C)C.FC(F)(F)C(O)=O. The catalyst is ClCCl. The product is [F:15][C:16]1[CH:17]=[C:18]([CH:21]=[C:22]([F:24])[CH:23]=1)[CH2:19][N:11]1[CH2:10][CH2:9][CH:8]([NH2:7])[CH2:13][CH2:12]1. The yield is 0.900.